From a dataset of NCI-60 drug combinations with 297,098 pairs across 59 cell lines. Regression. Given two drug SMILES strings and cell line genomic features, predict the synergy score measuring deviation from expected non-interaction effect. Drug 1: COC1=CC(=CC(=C1O)OC)C2C3C(COC3=O)C(C4=CC5=C(C=C24)OCO5)OC6C(C(C7C(O6)COC(O7)C8=CC=CS8)O)O. Drug 2: CC(C)CN1C=NC2=C1C3=CC=CC=C3N=C2N. Cell line: EKVX. Synergy scores: CSS=30.2, Synergy_ZIP=-5.42, Synergy_Bliss=1.85, Synergy_Loewe=-9.00, Synergy_HSA=1.22.